Dataset: Full USPTO retrosynthesis dataset with 1.9M reactions from patents (1976-2016). Task: Predict the reactants needed to synthesize the given product. (1) The reactants are: [CH3:1][C:2]1([C:7]2[N:12]=[C:11]([CH2:13][N:14]3[CH:18]=[CH:17][C:16]([NH2:19])=[N:15]3)[CH:10]=[CH:9][CH:8]=2)[O:6]CCO1.[F:20][C:21]([F:34])([F:33])[C:22]1[CH:27]=[CH:26][C:25](/[CH:28]=[CH:29]/[C:30](O)=[O:31])=[CH:24][CH:23]=1. Given the product [C:2]([C:7]1[N:12]=[C:11]([CH2:13][N:14]2[CH:18]=[CH:17][C:16]([NH:19][C:30](=[O:31])/[CH:29]=[CH:28]/[C:25]3[CH:24]=[CH:23][C:22]([C:21]([F:33])([F:34])[F:20])=[CH:27][CH:26]=3)=[N:15]2)[CH:10]=[CH:9][CH:8]=1)(=[O:6])[CH3:1], predict the reactants needed to synthesize it. (2) Given the product [Br:1][C:2]1[CH:7]=[CH:6][C:5]([O:8][CH2:12][C:13]([NH2:15])=[O:14])=[C:4]([O:9][CH3:10])[CH:3]=1, predict the reactants needed to synthesize it. The reactants are: [Br:1][C:2]1[CH:7]=[CH:6][C:5]([OH:8])=[C:4]([O:9][CH3:10])[CH:3]=1.Br[CH2:12][C:13]([NH2:15])=[O:14].C(=O)([O-])[O-].[K+].[K+]. (3) The reactants are: C([O:3][C:4]([C:6]1([NH:15][C:16](=[O:25])[C:17]2[C:22]([CH3:23])=[CH:21][CH:20]=[CH:19][C:18]=2[Cl:24])[CH2:14][C:13]2[C:8](=[CH:9][CH:10]=[CH:11][CH:12]=2)[CH2:7]1)=[O:5])C.CO.O.[Li+].[OH-]. Given the product [Cl:24][C:18]1[CH:19]=[CH:20][CH:21]=[C:22]([CH3:23])[C:17]=1[C:16]([NH:15][C:6]1([C:4]([OH:5])=[O:3])[CH2:14][C:13]2[C:8](=[CH:9][CH:10]=[CH:11][CH:12]=2)[CH2:7]1)=[O:25], predict the reactants needed to synthesize it. (4) Given the product [CH3:10][C@@H:7]1[N:6]2[C:5]3[C:14]([C:13]([C:12]([C:17]([OH:19])=[O:18])=[CH:11]2)=[O:16])=[CH:15][C:2]([F:1])=[C:3]([N:25]2[CH2:26][CH2:27][N:22]([CH3:21])[CH2:23][CH2:24]2)[C:4]=3[O:9][CH2:8]1, predict the reactants needed to synthesize it. The reactants are: [F:1][C:2]1[C:3](F)=[C:4]2[O:9][CH2:8][C@H:7]([CH3:10])[N:6]3[CH:11]=[C:12]([C:17]([OH:19])=[O:18])[C:13](=[O:16])[C:14]([CH:15]=1)=[C:5]23.[CH3:21][N:22]1[CH2:27][CH2:26][NH:25][CH2:24][CH2:23]1.C(O)(C)C. (5) Given the product [Cl:24][C:25]1[N:26]=[CH:27][C:28]([C:9]2[C:21]([CH3:22])=[CH:20][C:12]([C:13]([NH:15][S:16]([CH3:19])(=[O:17])=[O:18])=[O:14])=[C:11]([F:23])[CH:10]=2)=[CH:29][C:30]=1[C:31]([F:32])([F:33])[F:34], predict the reactants needed to synthesize it. The reactants are: ClC1C=C([C:9]2[C:21]([CH3:22])=[CH:20][C:12]([C:13]([NH:15][S:16]([CH3:19])(=[O:18])=[O:17])=[O:14])=[C:11]([F:23])[CH:10]=2)C=NC=1F.[Cl:24][C:25]1[C:30]([C:31]([F:34])([F:33])[F:32])=[CH:29][C:28](B2OC(C)(C)C(C)(C)O2)=[CH:27][N:26]=1.COC1CCCC1.C([O-])([O-])=O.[Na+].[Na+]. (6) The reactants are: C[C:2]([O-:5])(C)C.[K+].[Cl:7][CH2:8][C:9]([O:11][CH2:12][CH3:13])=[O:10].C(OCC)=O. Given the product [Cl:7][C:8](=[CH:2][OH:5])[C:9]([O:11][CH2:12][CH3:13])=[O:10], predict the reactants needed to synthesize it. (7) The reactants are: [Cl:1][C:2]1[CH:7]=[CH:6][C:5]([N:8]2[CH2:12][CH:11]([C:13]([O:15]CC)=[O:14])[N:10]=[C:9]2[C:18]2[CH:23]=[CH:22][C:21]([Cl:24])=[CH:20][C:19]=2[Cl:25])=[CH:4][CH:3]=1.[Li+:26].[OH-]. Given the product [Cl:1][C:2]1[CH:3]=[CH:4][C:5]([N:8]2[CH2:12][CH:11]([C:13]([O-:15])=[O:14])[N:10]=[C:9]2[C:18]2[CH:23]=[CH:22][C:21]([Cl:24])=[CH:20][C:19]=2[Cl:25])=[CH:6][CH:7]=1.[Li+:26], predict the reactants needed to synthesize it.